This data is from TCR-epitope binding with 47,182 pairs between 192 epitopes and 23,139 TCRs. The task is: Binary Classification. Given a T-cell receptor sequence (or CDR3 region) and an epitope sequence, predict whether binding occurs between them. (1) The epitope is IIKDYGKQM. The TCR CDR3 sequence is CASSPPPGGYTGELFF. Result: 0 (the TCR does not bind to the epitope). (2) The epitope is FPRPWLHGL. The TCR CDR3 sequence is CASSTPRGFRYEQYF. Result: 0 (the TCR does not bind to the epitope). (3) The epitope is ATDALMTGY. The TCR CDR3 sequence is CASSSGTINTGELFF. Result: 1 (the TCR binds to the epitope).